Dataset: Reaction yield outcomes from USPTO patents with 853,638 reactions. Task: Predict the reaction yield, written as a fraction of the theoretical maximum amount of product (1.0 means a 100% yield; for example, 0.34 means a 34% yield). (1) The reactants are Cl[C:2]1[N:3]2[N:14]=[CH:13][C:12]([C:15]#[N:16])=[C:4]2[N:5]=[C:6]2[C:11]=1[CH2:10][CH2:9][CH2:8][CH2:7]2.CCN(CC)CC.CCCCCC.[CH2:30]([OH:33])[CH2:31][OH:32]. The catalyst is CCOC(C)=O. The product is [OH:32][CH2:31][CH2:30][O:33][C:2]1[N:3]2[N:14]=[CH:13][C:12]([C:15]#[N:16])=[C:4]2[N:5]=[C:6]2[C:11]=1[CH2:10][CH2:9][CH2:8][CH2:7]2. The yield is 0.0200. (2) The reactants are C(OC(=O)NC1C=CC=C(CN2C=CC(N[C:21](=[O:40])[C@@H:22]([C:29]3[CH:34]=[CH:33][C:32]([S:35]([CH3:38])(=O)=O)=[C:31](Cl)[CH:30]=3)CC3CCCC3)=N2)C=1)(C)(C)C.[CH3:42][OH:43].[CH:44](Cl)(Cl)Cl. The catalyst is S(=O)(=O)(O)O. The product is [CH3:42][O:43][C:21](=[O:40])[CH2:22][C:29]1[CH:34]=[CH:33][C:32]([S:35][CH3:38])=[C:31]([CH3:44])[CH:30]=1. The yield is 0.830. (3) The reactants are C1C=C(Cl)C=C(C(OO)=[O:9])C=1.[N:12]1[C:21]2[C:16](=[N:17][CH:18]=[CH:19][CH:20]=2)[CH:15]=[CH:14][CH:13]=1. The catalyst is C(Cl)Cl. The product is [N+:12]1([O-:9])[C:21]2[C:16](=[N:17][CH:18]=[CH:19][CH:20]=2)[CH:15]=[CH:14][CH:13]=1. The yield is 0.760. (4) The reactants are [N+:1]([C:4]1[CH:12]=[CH:11][C:7]([C:8]([OH:10])=[O:9])=[CH:6][CH:5]=1)([O-:3])=[O:2].C(Cl)(=O)C(Cl)=O.[CH2:19]([O:21][C:22]([C@@:24]1([NH:29][C:30]([N:32]2[CH2:36][C@H:35](O)[CH2:34][C@H:33]2[C:38](=[O:47])[N:39]([CH2:41][CH2:42][CH2:43][CH2:44][CH:45]=[CH2:46])[CH3:40])=[O:31])[CH2:26][C@@H:25]1[CH:27]=[CH2:28])=[O:23])[CH3:20].C(N(CC)CC)C. The product is [N+:1]([C:4]1[CH:5]=[CH:6][C:7]([C:8]([O:10][C@@H:35]2[CH2:34][C@@H:33]([C:38](=[O:47])[N:39]([CH2:41][CH2:42][CH2:43][CH2:44][CH:45]=[CH2:46])[CH3:40])[N:32]([C:30](=[O:31])[NH:29][C@:24]3([C:22]([O:21][CH2:19][CH3:20])=[O:23])[CH2:26][C@H:25]3[CH:27]=[CH2:28])[CH2:36]2)=[O:9])=[CH:11][CH:12]=1)([O-:3])=[O:2]. The catalyst is C(Cl)Cl.C(Cl)Cl.CO.CN(C=O)C. The yield is 0.930.